This data is from Reaction yield outcomes from USPTO patents with 853,638 reactions. The task is: Predict the reaction yield, written as a fraction of the theoretical maximum amount of product (1.0 means a 100% yield; for example, 0.34 means a 34% yield). (1) The reactants are [CH3:1][C:2]1[N:6]([CH2:7][CH:8]=[CH:9][CH2:10][CH2:11]OS(C)(=O)=O)[C:5](=[O:17])[O:4][N:3]=1.[I-:18].[Na+]. The catalyst is CC(C)=O. The product is [I:18][CH2:11][CH2:10][CH:9]=[CH:8][CH2:7][N:6]1[C:5](=[O:17])[O:4][N:3]=[C:2]1[CH3:1]. The yield is 0.980. (2) The reactants are [N:1]1[CH:6]=[CH:5][CH:4]=[C:3]([N:7]2[CH2:11][CH2:10][NH:9][C:8]2=[O:12])[CH:2]=1.Br[C:14]1[CH:15]=[C:16]2[C:21](=[CH:22][CH:23]=1)[N:20]=[C:19]([Cl:24])[CH:18]=[C:17]2[CH3:25].N[C@@H]1CCCC[C@H]1N.C(=O)([O-])[O-].[K+].[K+]. The catalyst is [Cu](I)I.O1CCOCC1. The product is [Cl:24][C:19]1[CH:18]=[C:17]([CH3:25])[C:16]2[C:21](=[CH:22][CH:23]=[C:14]([N:9]3[CH2:10][CH2:11][N:7]([C:3]4[CH:2]=[N:1][CH:6]=[CH:5][CH:4]=4)[C:8]3=[O:12])[CH:15]=2)[N:20]=1. The yield is 0.352. (3) The reactants are [Cl:1][C:2]1[CH:3]=[C:4]([C:8]2[C:17]3[C:12](=[CH:13][CH:14]=[C:15]([C:18]([C:20]4[S:21][C:22]([Cl:25])=[CH:23][CH:24]=4)=[O:19])[CH:16]=3)[N:11]([CH3:26])[C:10](=[O:27])[CH:9]=2)[CH:5]=[CH:6][CH:7]=1.[BH4-].[Na+]. The catalyst is CO. The product is [Cl:1][C:2]1[CH:3]=[C:4]([C:8]2[C:17]3[C:12](=[CH:13][CH:14]=[C:15]([CH:18]([C:20]4[S:21][C:22]([Cl:25])=[CH:23][CH:24]=4)[OH:19])[CH:16]=3)[N:11]([CH3:26])[C:10](=[O:27])[CH:9]=2)[CH:5]=[CH:6][CH:7]=1. The yield is 0.785. (4) The reactants are [C:1]([O:5][C:6]([N:8]([CH:32]([CH3:34])[CH3:33])[C:9]1[S:10][C:11]([C:14]2[CH:15]=[C:16]([C:26]3[CH:31]=[CH:30][CH:29]=[CH:28][CH:27]=3)[C:17]3[N:18]([CH:20]=[C:21]([C:23](O)=[O:24])[N:22]=3)[CH:19]=2)=[CH:12][N:13]=1)=[O:7])([CH3:4])([CH3:3])[CH3:2].C(Cl)CCl.C1C=CC2N(O)N=[N:45][C:43]=2C=1.CCN(CC)CC.CN. The catalyst is ClCCl. The product is [CH:32]([N:8]([C:9]1[S:10][C:11]([C:14]2[CH:15]=[C:16]([C:26]3[CH:27]=[CH:28][CH:29]=[CH:30][CH:31]=3)[C:17]3[N:18]([CH:20]=[C:21]([C:23](=[O:24])[NH:45][CH3:43])[N:22]=3)[CH:19]=2)=[CH:12][N:13]=1)[C:6](=[O:7])[O:5][C:1]([CH3:3])([CH3:2])[CH3:4])([CH3:34])[CH3:33]. The yield is 0.300. (5) The reactants are Br[C:2]1[CH:7]=[CH:6][CH:5]=[CH:4][C:3]=1[CH2:8][CH3:9].[Li]CCCC.[O:15]=[C:16]1[N:21]([C:22]([O:24][C:25]([CH3:28])([CH3:27])[CH3:26])=[O:23])[CH2:20][CH2:19][N:18]2[C:29](=[O:32])[CH2:30][CH2:31][C@@H:17]12. The catalyst is C1COCC1. The product is [CH2:8]([C:3]1[CH:4]=[CH:5][CH:6]=[CH:7][C:2]=1[C:16]([C@@H:17]1[CH2:31][CH2:30][C:29](=[O:32])[N:18]1[CH2:19][CH2:20][NH:21][C:22](=[O:23])[O:24][C:25]([CH3:28])([CH3:27])[CH3:26])=[O:15])[CH3:9]. The yield is 0.300. (6) The reactants are Cl[C:2]1[CH:7]=[CH:6][C:5]([N+:8]([O-:10])=[O:9])=[CH:4][N:3]=1.[CH:11]1([OH:16])[CH2:15][CH2:14][CH2:13][CH2:12]1.[H-].[Na+]. The catalyst is C1COCC1. The product is [CH:11]1([O:16][C:2]2[CH:7]=[CH:6][C:5]([N+:8]([O-:10])=[O:9])=[CH:4][N:3]=2)[CH2:15][CH2:14][CH2:13][CH2:12]1. The yield is 0.0400.